Dataset: Reaction yield outcomes from USPTO patents with 853,638 reactions. Task: Predict the reaction yield, written as a fraction of the theoretical maximum amount of product (1.0 means a 100% yield; for example, 0.34 means a 34% yield). (1) The yield is 0.0700. The product is [C:52]([N:55]1[CH2:56][CH2:57][CH:58]([C:61]([N:21]2[CH2:22][C:17]3[C:16]([N:23]4[CH2:28][CH2:27][O:26][CH2:25][C@@H:24]4[CH3:29])=[N:15][C:14]([C:11]4[CH:12]=[CH:13][C:8]([NH:7][C:5]([NH:4][CH2:2][CH3:3])=[O:6])=[C:9]([F:30])[CH:10]=4)=[N:19][C:18]=3[CH2:20]2)=[O:62])[CH2:59][CH2:60]1)(=[O:54])[CH3:53]. The reactants are Cl.[CH2:2]([NH:4][C:5]([NH:7][C:8]1[CH:13]=[CH:12][C:11]([C:14]2[N:15]=[C:16]([N:23]3[CH2:28][CH2:27][O:26][CH2:25][C@@H:24]3[CH3:29])[C:17]3[CH2:22][NH:21][CH2:20][C:18]=3[N:19]=2)=[CH:10][C:9]=1[F:30])=[O:6])[CH3:3].CN1CCOCC1.C(Cl)CCl.C1C=CC2N(O)N=NC=2C=1.[C:52]([N:55]1[CH2:60][CH2:59][CH:58]([C:61](O)=[O:62])[CH2:57][CH2:56]1)(=[O:54])[CH3:53]. The catalyst is CN(C=O)C. (2) The reactants are C([NH:8][C@H:9]1[CH2:14][CH2:13][C@H:12]([C:15]2[CH:20]=[CH:19][C:18]([O:21][Si:22]([C:25]([CH3:28])([CH3:27])[CH3:26])([CH3:24])[CH3:23])=[CH:17][C:16]=2[O:29][Si:30]([C:33]([CH3:36])([CH3:35])[CH3:34])([CH3:32])[CH3:31])[CH2:11][CH2:10]1)C1C=CC=CC=1. The catalyst is C(O)C.[Pd]. The product is [Si:30]([O:29][C:16]1[CH:17]=[C:18]([O:21][Si:22]([C:25]([CH3:26])([CH3:27])[CH3:28])([CH3:24])[CH3:23])[CH:19]=[CH:20][C:15]=1[C@H:12]1[CH2:11][CH2:10][C@H:9]([NH2:8])[CH2:14][CH2:13]1)([C:33]([CH3:34])([CH3:35])[CH3:36])([CH3:32])[CH3:31]. The yield is 0.970. (3) The reactants are [I:1][C:2]1[C:10]2[C:9]([NH2:11])=[N:8][CH:7]=[N:6][C:5]=2[N:4]([C:12]2[CH:17]=[CH:16][CH:15]=[C:14]([N+:18]([O-:20])=[O:19])[CH:13]=2)[CH:3]=1.C1C(=O)N([Cl:28])C(=O)C1. The catalyst is CN(C=O)C. The product is [Cl:28][C:3]1[N:4]([C:12]2[CH:17]=[CH:16][CH:15]=[C:14]([N+:18]([O-:20])=[O:19])[CH:13]=2)[C:5]2[N:6]=[CH:7][N:8]=[C:9]([NH2:11])[C:10]=2[C:2]=1[I:1]. The yield is 0.910. (4) The reactants are [Cl:1][C:2]1[CH:3]=[C:4]([OH:12])[CH:5]=[CH:6][C:7]=1[C:8]([F:11])([F:10])[F:9].[Cl:13][C:14]1[C:15](F)=[CH:16][C:17]([F:27])=[C:18]([CH:26]=1)[C:19]([NH:21][S:22]([CH3:25])(=[O:24])=[O:23])=[O:20].C(=O)([O-])[O-].[K+].[K+]. The catalyst is CS(C)=O. The product is [Cl:13][C:14]1[C:15]([O:12][C:4]2[CH:5]=[CH:6][C:7]([C:8]([F:10])([F:11])[F:9])=[C:2]([Cl:1])[CH:3]=2)=[CH:16][C:17]([F:27])=[C:18]([CH:26]=1)[C:19]([NH:21][S:22]([CH3:25])(=[O:23])=[O:24])=[O:20]. The yield is 0.0490. (5) The reactants are [CH:1]1([N:5]2[CH2:10][CH2:9][N:8]([C:11]([C:13]3[CH:14]=[C:15]4[C:19](=[CH:20][CH:21]=3)[NH:18][C:17]([C:22]([N:24]3[CH2:29][CH2:28][S:27](=[O:31])(=[O:30])[CH2:26][CH2:25]3)=[O:23])=[CH:16]4)=[O:12])[CH2:7][CH2:6]2)[CH2:4][CH2:3][CH2:2]1.[H-].[Na+].Br[CH2:35][C:36]#[N:37]. The catalyst is CN(C)C=O. The product is [CH:1]1([N:5]2[CH2:6][CH2:7][N:8]([C:11]([C:13]3[CH:14]=[C:15]4[C:19](=[CH:20][CH:21]=3)[N:18]([CH2:35][C:36]#[N:37])[C:17]([C:22]([N:24]3[CH2:29][CH2:28][S:27](=[O:30])(=[O:31])[CH2:26][CH2:25]3)=[O:23])=[CH:16]4)=[O:12])[CH2:9][CH2:10]2)[CH2:2][CH2:3][CH2:4]1. The yield is 0.0700. (6) The reactants are [CH2:1]([O:3][C:4]([C:6]1[C:10]2=[N:11][CH:12]=[CH:13][CH:14]=[C:9]2[N:8](O)[C:7]=1[NH2:16])=[O:5])[CH3:2].[OH-].[K+]. The catalyst is O.[Ni]. The product is [CH2:1]([O:3][C:4]([C:6]1[C:10]2=[N:11][CH:12]=[CH:13][CH:14]=[C:9]2[NH:8][C:7]=1[NH2:16])=[O:5])[CH3:2]. The yield is 0.450. (7) The reactants are C([O:3][C:4](=[O:34])[CH2:5][N:6]1[CH2:11][C:10]2[CH:12]=[C:13](/[CH:16]=[CH:17]/[C:18](=[O:32])[N:19]([CH3:31])[CH2:20][C:21]3[N:22]([CH3:30])[C:23]4[C:28]([CH:29]=3)=[CH:27][CH:26]=[CH:25][CH:24]=4)[CH:14]=[N:15][C:9]=2[NH:8][C:7]1=[O:33])C.[OH-].[Na+:36]. The catalyst is CO. The product is [CH3:31][N:19]([CH2:20][C:21]1[N:22]([CH3:30])[C:23]2[C:28]([CH:29]=1)=[CH:27][CH:26]=[CH:25][CH:24]=2)[C:18](/[CH:17]=[CH:16]/[C:13]1[CH:14]=[N:15][C:9]2[NH:8][C:7](=[O:33])[N:6]([CH2:5][C:4]([O-:34])=[O:3])[CH2:11][C:10]=2[CH:12]=1)=[O:32].[Na+:36]. The yield is 0.770. (8) The product is [Br:1][C:2]1[CH:3]=[C:4]([CH:15]=[C:16]([Br:27])[C:17]=1[O:18][C:19]1[CH:20]=[CH:21][C:22]([O:25][CH3:26])=[C:23]([C:33](=[O:34])[C:32]2[CH:36]=[CH:37][C:29]([Cl:28])=[CH:30][CH:31]=2)[CH:24]=1)[CH:5]=[N:6][O:7][CH:8]([CH3:14])[C:9]([O:11][CH2:12][CH3:13])=[O:10]. The reactants are [Br:1][C:2]1[CH:3]=[C:4]([CH:15]=[C:16]([Br:27])[C:17]=1[O:18][C:19]1[CH:24]=[CH:23][C:22]([O:25][CH3:26])=[CH:21][CH:20]=1)[CH:5]=[N:6][O:7][CH:8]([CH3:14])[C:9]([O:11][CH2:12][CH3:13])=[O:10].[Cl:28][C:29]1[CH:37]=[CH:36][C:32]([C:33](O)=[O:34])=[CH:31][CH:30]=1. The catalyst is CS(O)(=O)=O.O=P12OP3(OP(OP(O3)(O1)=O)(=O)O2)=O.C(OCC)(=O)C. The yield is 0.280. (9) The reactants are [N:1]1[NH:2][CH:3]([C:6]([N:8]2[CH:12]3[CH2:13][CH:14]4[C:17]([CH3:19])([CH3:18])[C:11]3([CH2:16][CH2:15]4)[CH2:10][S:9]2(=[O:21])=[O:20])=[O:7])[CH2:4][CH:5]=1.C([BH3-])#N.[Na+].Cl[C:27]([O:29][CH2:30][C:31]1[CH:36]=[CH:35][CH:34]=[CH:33][CH:32]=1)=[O:28].C(N(CC)CC)C. The catalyst is C(O)(=O)C.C(OCC)(=O)C. The product is [CH2:30]([O:29][C:27]([N:1]1[CH2:5][CH2:4][CH:3]([C:6]([N:8]2[CH:12]3[CH2:13][CH:14]4[C:17]([CH3:19])([CH3:18])[C:11]3([CH2:16][CH2:15]4)[CH2:10][S:9]2(=[O:20])=[O:21])=[O:7])[NH:2]1)=[O:28])[C:31]1[CH:36]=[CH:35][CH:34]=[CH:33][CH:32]=1. The yield is 0.330. (10) The reactants are [N+:1]1([O-])[C:10]2[C:5](=[CH:6][CH:7]=[CH:8][C:9]=2[OH:11])[CH:4]=[CH:3][CH:2]=1.[CH2:13]([OH:15])[CH3:14].C(OC(=O)C)(=[O:18])C. No catalyst specified. The product is [C:13]([O:11][C:9]1[CH:8]=[CH:7][CH:6]=[C:5]2[C:10]=1[N:1]=[C:2]([OH:18])[CH:3]=[CH:4]2)(=[O:15])[CH3:14]. The yield is 0.340.